From a dataset of Catalyst prediction with 721,799 reactions and 888 catalyst types from USPTO. Predict which catalyst facilitates the given reaction. (1) Reactant: C(OC([N:8]1[CH2:12][C:11]([F:14])([F:13])[CH2:10][C@@H:9]1[CH2:15][CH:16]([CH3:20])[C:17]([OH:19])=[O:18])=O)(C)(C)C.[ClH:21]. Product: [ClH:21].[F:14][C:11]1([F:13])[CH2:12][NH:8][C@@H:9]([CH2:15][CH:16]([CH3:20])[C:17]([OH:19])=[O:18])[CH2:10]1. The catalyst class is: 25. (2) Reactant: [CH2:1]([O:3][C:4](=[O:14])[C:5]1[CH:10]=[CH:9][C:8]([OH:11])=[C:7]([O:12][CH3:13])[CH:6]=1)[CH3:2].[F:15][C:16]([F:29])([F:28])[S:17](O[S:17]([C:16]([F:29])([F:28])[F:15])(=[O:19])=[O:18])(=[O:19])=[O:18].C(=O)(O)[O-].[Na+]. Product: [CH2:1]([O:3][C:4](=[O:14])[C:5]1[CH:10]=[CH:9][C:8]([O:11][S:17]([C:16]([F:29])([F:28])[F:15])(=[O:19])=[O:18])=[C:7]([O:12][CH3:13])[CH:6]=1)[CH3:2]. The catalyst class is: 166. (3) Reactant: [N:1]([CH2:4][CH:5]1[CH2:9][C:8]2[CH:10]=[C:11]([Cl:21])[CH:12]=[C:13]([C:14]3[CH:19]=[CH:18][CH:17]=[C:16]([Cl:20])[CH:15]=3)[C:7]=2[O:6]1)=[N+]=[N-]. Product: [Cl:21][C:11]1[CH:12]=[C:13]([C:14]2[CH:19]=[CH:18][CH:17]=[C:16]([Cl:20])[CH:15]=2)[C:7]2[O:6][CH:5]([CH2:4][NH2:1])[CH2:9][C:8]=2[CH:10]=1. The catalyst class is: 553.